The task is: Predict the reactants needed to synthesize the given product.. This data is from Full USPTO retrosynthesis dataset with 1.9M reactions from patents (1976-2016). (1) Given the product [Br:7][C:8]1[CH:13]=[CH:12][CH:11]=[CH:10][C:9]=1[C:26]1[C:27]2[C:22](=[CH:21][CH:20]=[CH:19][CH:18]=2)[CH:23]=[CH:24][CH:25]=1, predict the reactants needed to synthesize it. The reactants are: C(=O)([O-])[O-].[K+].[K+].[Br:7][C:8]1[CH:13]=[CH:12][CH:11]=[CH:10][C:9]=1B(O)O.Br[C:18]1[C:27]2[C:22](=[CH:23][CH:24]=[CH:25][CH:26]=2)[CH:21]=[CH:20][CH:19]=1.N#N.C1(P(C2C=CC=CC=2)C2C=CC=CC=2)C=CC=CC=1. (2) Given the product [CH3:1][O:2][C:3]([C:5]1[CH:6]=[N:7][C:8]([C:16]2[CH:17]=[CH:18][C:13]([F:12])=[CH:14][CH:15]=2)=[CH:9][CH:10]=1)=[O:4], predict the reactants needed to synthesize it. The reactants are: [CH3:1][O:2][C:3]([C:5]1[CH:6]=[N:7][C:8](Br)=[CH:9][CH:10]=1)=[O:4].[F:12][C:13]1[CH:18]=[CH:17][C:16](B(O)O)=[CH:15][CH:14]=1.[F-].[Cs+]. (3) The reactants are: [CH3:1][C@@H:2]([CH2:25][CH3:26])[C@H:3]([N:11]1[CH2:15][CH2:14][N:13]([CH2:16][C:17]2[C:18]([CH3:23])=[N:19][CH:20]=[CH:21][CH:22]=2)[C:12]1=[O:24])[C:4]([O:6]C(C)(C)C)=[O:5].FC(F)(F)C(O)=O. Given the product [CH3:1][C@@H:2]([CH2:25][CH3:26])[C@H:3]([N:11]1[CH2:15][CH2:14][N:13]([CH2:16][C:17]2[C:18]([CH3:23])=[N:19][CH:20]=[CH:21][CH:22]=2)[C:12]1=[O:24])[C:4]([OH:6])=[O:5], predict the reactants needed to synthesize it.